Dataset: Forward reaction prediction with 1.9M reactions from USPTO patents (1976-2016). Task: Predict the product of the given reaction. (1) The product is: [CH2:15]([N:22]1[CH2:26][CH2:25][C@H:24]([NH:27][C:2]2[CH:11]=[C:10]([CH3:12])[C:9]3[C:4](=[CH:5][CH:6]=[C:7]([O:13][CH3:14])[CH:8]=3)[N:3]=2)[CH2:23]1)[C:16]1[CH:17]=[CH:18][CH:19]=[CH:20][CH:21]=1. Given the reactants Cl[C:2]1[CH:11]=[C:10]([CH3:12])[C:9]2[C:4](=[CH:5][CH:6]=[C:7]([O:13][CH3:14])[CH:8]=2)[N:3]=1.[CH2:15]([N:22]1[CH2:26][CH2:25][C@H:24]([NH2:27])[CH2:23]1)[C:16]1[CH:21]=[CH:20][CH:19]=[CH:18][CH:17]=1.O1CCOCC1.CC(C)([O-])C.[Na+], predict the reaction product. (2) Given the reactants CC1[O:3][C@H:4]([C:10]([O:12]CC)=[O:11])[C@H:5]([CH2:7][CH2:8][CH3:9])[N:6]=1.Cl.C1(C)C=CC=CC=1.[C:31](O[C:31]([O:33][C:34]([CH3:37])([CH3:36])[CH3:35])=[O:32])([O:33][C:34]([CH3:37])([CH3:36])[CH3:35])=[O:32], predict the reaction product. The product is: [C:34]([O:33][C:31]([NH:6][C@@H:5]([CH2:7][CH2:8][CH3:9])[C@H:4]([OH:3])[C:10]([OH:12])=[O:11])=[O:32])([CH3:35])([CH3:36])[CH3:37]. (3) Given the reactants Br[C:2]1[CH:3]=[CH:4][C:5]([O:8][CH3:9])=[N:6][CH:7]=1.C([Li])CCC.[Br:15][C:16]1[CH:21]=[CH:20][C:19]([CH:22]([C:30]2[CH:35]=[CH:34][C:33]([F:36])=[CH:32][C:31]=2[CH3:37])[CH2:23][C:24](N(OC)C)=[O:25])=[CH:18][CH:17]=1, predict the reaction product. The product is: [Br:15][C:16]1[CH:21]=[CH:20][C:19]([CH:22]([C:30]2[CH:35]=[CH:34][C:33]([F:36])=[CH:32][C:31]=2[CH3:37])[CH2:23][C:24]([C:2]2[CH:7]=[N:6][C:5]([O:8][CH3:9])=[CH:4][CH:3]=2)=[O:25])=[CH:18][CH:17]=1. (4) Given the reactants C[O:2][C:3]1[C:4]([CH3:31])=[C:5]([C:22]([O:29]C)=[C:23]([O:27][CH3:28])[C:24]=1[O:25][CH3:26])[CH2:6][C:7]1[CH:15]=[CH:14][C:10]([C:11]([OH:13])=[O:12])=[C:9]([C:16]2[CH:21]=[CH:20][CH:19]=[CH:18][CH:17]=2)[CH:8]=1.O=[N+]([O-])[O-].[O-][N+](=O)[O-].[O-][N+](=O)[O-].[O-][N+](=O)[O-].[O-][N+](=O)[O-].[O-][N+](=O)[O-].[Ce+4].[NH4+].[NH4+], predict the reaction product. The product is: [CH3:26][O:25][C:24]1[C:3](=[O:2])[C:4]([CH3:31])=[C:5]([CH2:6][C:7]2[CH:15]=[CH:14][C:10]([C:11]([OH:13])=[O:12])=[C:9]([C:16]3[CH:21]=[CH:20][CH:19]=[CH:18][CH:17]=3)[CH:8]=2)[C:22](=[O:29])[C:23]=1[O:27][CH3:28]. (5) Given the reactants C(OC(=O)[NH:7][C@H:8]1[CH2:13][CH2:12][C@H:11]([CH2:14][CH2:15][C:16]#[N:17])[CH2:10][CH2:9]1)(C)(C)C.[F:19][C:20]([F:25])([F:24])[C:21]([OH:23])=[O:22], predict the reaction product. The product is: [F:19][C:20]([F:25])([F:24])[C:21]([OH:23])=[O:22].[NH2:7][C@H:8]1[CH2:13][CH2:12][C@H:11]([CH2:14][CH2:15][C:16]#[N:17])[CH2:10][CH2:9]1.